From a dataset of Forward reaction prediction with 1.9M reactions from USPTO patents (1976-2016). Predict the product of the given reaction. (1) The product is: [F:17][C:18]1[CH:26]=[CH:25][CH:24]=[CH:23][C:19]=1[C:20]([C:2]1[C:10]([NH2:11])=[CH:9][CH:8]=[CH:7][C:3]=1[C:4]([NH2:6])=[O:5])=[O:21]. Given the reactants N[C:2]1[CH:10]=[CH:9][CH:8]=[CH:7][C:3]=1[C:4]([NH2:6])=[O:5].[N:11]1C=CC=CC=1.[F:17][C:18]1[CH:26]=[CH:25][CH:24]=[CH:23][C:19]=1[C:20](Cl)=[O:21].Cl, predict the reaction product. (2) Given the reactants [Na+].[F:2][C:3]1[CH:8]=[C:7]([I:9])[CH:6]=[CH:5][C:4]=1[NH:10][C:11]1[C:15]2[CH:16]=[N:17][CH:18]=[CH:19][C:14]=2[N:13]([CH3:20])[C:12]=1[C:21]([O-:23])=O.[Si:24]([O:31][C@@H:32]([CH3:36])[CH2:33][O:34][NH2:35])([C:27]([CH3:30])([CH3:29])[CH3:28])([CH3:26])[CH3:25].C1C=CC2N(O)N=NC=2C=1.CCN=C=NCCCN(C)C.CCN(C(C)C)C(C)C, predict the reaction product. The product is: [Si:24]([O:31][C@@H:32]([CH3:36])[CH2:33][O:34][NH:35][C:21]([C:12]1[N:13]([CH3:20])[C:14]2[CH:19]=[CH:18][N:17]=[CH:16][C:15]=2[C:11]=1[NH:10][C:4]1[CH:5]=[CH:6][C:7]([I:9])=[CH:8][C:3]=1[F:2])=[O:23])([C:27]([CH3:30])([CH3:29])[CH3:28])([CH3:26])[CH3:25]. (3) Given the reactants [F:1][C:2]1[C:7]([C:8]([F:11])([F:10])[F:9])=[CH:6][CH:5]=[CH:4][C:3]=1[C:12]1[NH:16][N:15]=[N:14][N:13]=1.C(N(CC)CC)C.Br[CH2:25][C:26]1[CH:31]=[CH:30][CH:29]=[CH:28][C:27]=1[CH3:32].O, predict the reaction product. The product is: [F:1][C:2]1[C:7]([C:8]([F:9])([F:11])[F:10])=[CH:6][CH:5]=[CH:4][C:3]=1[C:12]1[N:16]([CH2:25][C:26]2[CH:31]=[CH:30][CH:29]=[CH:28][C:27]=2[CH3:32])[N:15]=[N:14][N:13]=1. (4) The product is: [Br:8][C:5]1[CH:6]=[CH:7][C:2]([C:21]2([NH:20][S:18]([C:15]([CH3:17])([CH3:16])[CH3:14])=[O:19])[CH2:24][O:23][CH2:22]2)=[N:3][CH:4]=1. Given the reactants Br[C:2]1[CH:7]=[CH:6][C:5]([Br:8])=[CH:4][N:3]=1.C([Li])CCC.[CH3:14][C:15]([S:18]([N:20]=[C:21]1[CH2:24][O:23][CH2:22]1)=[O:19])([CH3:17])[CH3:16], predict the reaction product. (5) Given the reactants [F:1][C:2]1[CH:3]=[N:4][C:5]2[C:10]([C:11]=1[CH2:12][CH2:13][CH2:14][OH:15])=[N:9][C:8]([O:16][CH3:17])=[CH:7][CH:6]=2.CC(OI1(OC(C)=O)(OC(C)=O)OC(=O)C2C=CC=CC1=2)=O.C(OCC)C.[OH-].[Na+], predict the reaction product. The product is: [F:1][C:2]1[CH:3]=[N:4][C:5]2[C:10]([C:11]=1[CH2:12][CH2:13][CH:14]=[O:15])=[N:9][C:8]([O:16][CH3:17])=[CH:7][CH:6]=2. (6) Given the reactants [C:1]([NH:4][C@@H:5]([CH2:10][C:11]1[CH:16]=[CH:15][C:14](I)=[CH:13][CH:12]=1)[C:6]([O:8][CH3:9])=[O:7])(=[O:3])[CH3:2].[CH3:18][Sn:19]([CH3:25])([CH3:24])[Sn:19]([CH3:25])([CH3:24])[CH3:18].C1(P(C2C=CC=CC=2)C2C=CC=CC=2)C=CC=CC=1, predict the reaction product. The product is: [C:1]([NH:4][C@@H:5]([CH2:10][C:11]1[CH:16]=[CH:15][C:14]([Sn:19]([CH3:25])([CH3:24])[CH3:18])=[CH:13][CH:12]=1)[C:6]([O:8][CH3:9])=[O:7])(=[O:3])[CH3:2].